Dataset: Reaction yield outcomes from USPTO patents with 853,638 reactions. Task: Predict the reaction yield, written as a fraction of the theoretical maximum amount of product (1.0 means a 100% yield; for example, 0.34 means a 34% yield). The catalyst is CN(C)C(=O)C. The reactants are [NH2:1][N:2]1[C:7](=[O:8])[C:6]([C:9]2[NH:14][C:13]3[CH:15]=[CH:16][CH:17]=[CH:18][C:12]=3[S:11](=[O:20])(=[O:19])[N:10]=2)=[C:5]([OH:21])[C:4]2[S:22][CH:23]=[CH:24][C:3]1=2.[CH2:25]([CH:27]([CH2:30][CH3:31])[CH:28]=O)[CH3:26]. The yield is 0.680. The product is [O:19]=[S:11]1(=[O:20])[C:12]2[CH:18]=[CH:17][CH:16]=[CH:15][C:13]=2[NH:14][C:9]([C:6]2[C:7](=[O:8])[N:2]([N:1]=[CH:28][CH:27]([CH2:30][CH3:31])[CH2:25][CH3:26])[C:3]3[CH:24]=[CH:23][S:22][C:4]=3[C:5]=2[OH:21])=[N:10]1.